From a dataset of Reaction yield outcomes from USPTO patents with 853,638 reactions. Predict the reaction yield, written as a fraction of the theoretical maximum amount of product (1.0 means a 100% yield; for example, 0.34 means a 34% yield). (1) No catalyst specified. The yield is 0.220. The product is [Cl:30][C:18]1[CH:17]=[C:16]([NH:15][C:13]2[N:12]=[CH:11][N:10]=[C:9]3[NH:8][N:7]=[C:6]([O:5][CH2:4][CH2:3][CH2:2][N:35]4[CH2:36][CH2:37][N:32]([CH3:31])[CH2:33][CH2:34]4)[C:14]=23)[CH:21]=[CH:20][C:19]=1[O:22][CH2:23][C:24]1[CH:29]=[CH:28][CH:27]=[CH:26][N:25]=1. The reactants are Cl[CH2:2][CH2:3][CH2:4][O:5][C:6]1[C:14]2[C:9](=[N:10][CH:11]=[N:12][C:13]=2[NH:15][C:16]2[CH:21]=[CH:20][C:19]([O:22][CH2:23][C:24]3[CH:29]=[CH:28][CH:27]=[CH:26][N:25]=3)=[C:18]([Cl:30])[CH:17]=2)[NH:8][N:7]=1.[CH3:31][N:32]1[CH2:37][CH2:36][NH:35][CH2:34][CH2:33]1. (2) The reactants are C(OC(=O)[N:7]([CH2:12][C:13]1[CH:18]=[CH:17][C:16]([C:19]2[CH:24]=[CH:23][C:22]([N:25]3[CH2:29][C@H:28]([CH2:30][NH:31][C:32](=[O:34])[CH3:33])[O:27][C:26]3=[O:35])=[CH:21][C:20]=2[F:36])=[CH:15][CH:14]=1)[CH2:8][CH2:9][CH2:10][F:11])(C)(C)C.[ClH:38].O1CCOCC1. The catalyst is C(Cl)Cl. The product is [ClH:38].[F:36][C:20]1[CH:21]=[C:22]([N:25]2[CH2:29][C@H:28]([CH2:30][NH:31][C:32](=[O:34])[CH3:33])[O:27][C:26]2=[O:35])[CH:23]=[CH:24][C:19]=1[C:16]1[CH:17]=[CH:18][C:13]([CH2:12][NH:7][CH2:8][CH2:9][CH2:10][F:11])=[CH:14][CH:15]=1. The yield is 0.953. (3) The reactants are [C:1](=[O:22])([O:20][CH3:21])[O:2][C:3]1[CH:8]=[C:7]([N+:9]([O-])=O)[C:6]([F:12])=[CH:5][C:4]=1[C:13]1([CH3:19])[CH2:18][CH2:17][CH2:16][CH2:15][CH2:14]1.C([O-])=O.[NH4+].C(OCC)(=O)C. The catalyst is CO.[Pd]. The product is [C:1](=[O:22])([O:20][CH3:21])[O:2][C:3]1[CH:8]=[C:7]([NH2:9])[C:6]([F:12])=[CH:5][C:4]=1[C:13]1([CH3:19])[CH2:18][CH2:17][CH2:16][CH2:15][CH2:14]1. The yield is 0.820.